From a dataset of Catalyst prediction with 721,799 reactions and 888 catalyst types from USPTO. Predict which catalyst facilitates the given reaction. Reactant: [CH3:1][C:2]1[CH:7]=[C:6]([C:8]#[C:9][CH3:10])[CH:5]=[C:4]([CH3:11])[C:3]=1[CH2:12][C:13]([N:15]([CH2:21][C:22]1[CH:27]=[CH:26][CH:25]=[CH:24][N:23]=1)[CH2:16][C:17]([O:19]C)=O)=[O:14].CC(C)([O-])C.[K+].C1COCC1.Cl. Product: [CH3:1][C:2]1[CH:7]=[C:6]([C:8]#[C:9][CH3:10])[CH:5]=[C:4]([CH3:11])[C:3]=1[CH:12]1[C:17](=[O:19])[CH2:16][N:15]([CH2:21][C:22]2[CH:27]=[CH:26][CH:25]=[CH:24][N:23]=2)[C:13]1=[O:14]. The catalyst class is: 9.